Predict the product of the given reaction. From a dataset of Forward reaction prediction with 1.9M reactions from USPTO patents (1976-2016). (1) The product is: [CH:24]([N:37]1[CH2:42][CH2:41][N:40]([C:10]2[CH:11]=[CH:12][C:7]([CH2:6][C:4]([N:3]([CH2:22][CH3:23])[CH2:1][CH3:2])=[O:5])=[CH:8][C:9]=2[F:21])[CH2:39][CH2:38]1)([C:31]1[CH:36]=[CH:35][CH:34]=[CH:33][CH:32]=1)[C:25]1[CH:30]=[CH:29][CH:28]=[CH:27][CH:26]=1. Given the reactants [CH2:1]([N:3]([CH2:22][CH3:23])[C:4]([CH2:6][C:7]1[CH:12]=[CH:11][C:10](OS(C(F)(F)F)(=O)=O)=[C:9]([F:21])[CH:8]=1)=[O:5])[CH3:2].[CH:24]([N:37]1[CH2:42][CH2:41][NH:40][CH2:39][CH2:38]1)([C:31]1[CH:36]=[CH:35][CH:34]=[CH:33][CH:32]=1)[C:25]1[CH:30]=[CH:29][CH:28]=[CH:27][CH:26]=1.CC(C1C=C(C(C)C)C(C2C=CC=CC=2P(C2CCCCC2)C2CCCCC2)=C(C(C)C)C=1)C.CC(C)([O-])C.[Na+], predict the reaction product. (2) Given the reactants [CH2:1]([O:8][C:9]1[C:10]([C:34]([NH:36][CH2:37][C:38]2[CH:48]=[CH:47][C:46]([F:49])=[CH:45][C:39]=2[C:40]([O:42]CC)=[O:41])=[O:35])=[N:11][C:12]([NH:19][CH2:20][CH2:21][CH2:22][CH2:23][CH2:24][CH2:25][NH:26][C:27]([O:29][C:30]([CH3:33])([CH3:32])[CH3:31])=[O:28])=[C:13]2[C:18]=1[N:17]=[CH:16][CH:15]=[CH:14]2)[C:2]1[CH:7]=[CH:6][CH:5]=[CH:4][CH:3]=1.[OH-].[Na+].Cl, predict the reaction product. The product is: [CH2:1]([O:8][C:9]1[C:10]([C:34]([NH:36][CH2:37][C:38]2[CH:48]=[CH:47][C:46]([F:49])=[CH:45][C:39]=2[C:40]([OH:42])=[O:41])=[O:35])=[N:11][C:12]([NH:19][CH2:20][CH2:21][CH2:22][CH2:23][CH2:24][CH2:25][NH:26][C:27]([O:29][C:30]([CH3:33])([CH3:32])[CH3:31])=[O:28])=[C:13]2[C:18]=1[N:17]=[CH:16][CH:15]=[CH:14]2)[C:2]1[CH:7]=[CH:6][CH:5]=[CH:4][CH:3]=1. (3) The product is: [Br-:1].[CH2:2]([N+:14]1[CH:19]=[CH:18][CH:17]=[C:16]([CH3:20])[CH:15]=1)[CH2:3][CH2:4][CH2:5][CH2:6][CH2:7][CH2:8][CH2:9][C:10]#[C:11][CH2:12][CH3:13]. Given the reactants [Br:1][CH2:2][CH2:3][CH2:4][CH2:5][CH2:6][CH2:7][CH2:8][CH2:9][C:10]#[C:11][CH2:12][CH3:13].[N:14]1[CH:19]=[CH:18][CH:17]=[C:16]([CH3:20])[CH:15]=1, predict the reaction product. (4) Given the reactants [O:1]1[CH2:4][CH:3]([N:5]2[CH2:10][CH2:9][CH:8]([N:11]3[CH2:16][CH2:15][N:14](C(OC(C)(C)C)=O)[CH2:13][CH2:12]3)[CH2:7][CH2:6]2)[CH2:2]1.FC(F)(F)C(O)=O, predict the reaction product. The product is: [O:1]1[CH2:4][CH:3]([N:5]2[CH2:6][CH2:7][CH:8]([N:11]3[CH2:12][CH2:13][NH:14][CH2:15][CH2:16]3)[CH2:9][CH2:10]2)[CH2:2]1. (5) Given the reactants [Cl-].[CH3:2][O:3]C[P+](C1C=CC=CC=1)(C1C=CC=CC=1)C1C=CC=CC=1.C[Si]([N-][Si](C)(C)C)(C)C.[K+].[F:34][C:35]1[CH:40]=[CH:39][C:38]([N:41]2[C:49]3[CH:48]=[C:47]4[CH2:50][CH2:51][CH2:52][C:53](=O)[C:46]4([CH3:55])[CH2:45][C:44]=3[CH:43]=[N:42]2)=[CH:37][CH:36]=1.CO, predict the reaction product. The product is: [F:34][C:35]1[CH:36]=[CH:37][C:38]([N:41]2[C:49]3[CH:48]=[C:47]4[CH2:50][CH2:51][CH2:52][CH:53]([CH:2]=[O:3])[C:46]4([CH3:55])[CH2:45][C:44]=3[CH:43]=[N:42]2)=[CH:39][CH:40]=1.